Dataset: Reaction yield outcomes from USPTO patents with 853,638 reactions. Task: Predict the reaction yield, written as a fraction of the theoretical maximum amount of product (1.0 means a 100% yield; for example, 0.34 means a 34% yield). (1) The reactants are [CH:1]([C:3]1[CH:15]=[CH:14][C:6]([C:7]([N:9]([CH2:12][CH3:13])[CH2:10][CH3:11])=[O:8])=[CH:5][CH:4]=1)=O.N1[C:20]2[CH:21]=[CH:22][CH:23]=[CH:24][C:19]=2N=N1.[CH2:25]([N:28]1[CH2:33][C@H:32]([CH3:34])[NH:31][CH2:30][C@H:29]1[CH3:35])[CH:26]=[CH2:27].C1([Mg]Br)C=CC=CC=1. The catalyst is C1(C)C=CC=CC=1.O. The product is [CH2:25]([N:28]1[C@H:29]([CH3:35])[CH2:30][N:31]([C@H:1]([C:3]2[CH:15]=[CH:14][C:6]([C:7]([N:9]([CH2:12][CH3:13])[CH2:10][CH3:11])=[O:8])=[CH:5][CH:4]=2)[C:19]2[CH:24]=[CH:23][CH:22]=[CH:21][CH:20]=2)[C@@H:32]([CH3:34])[CH2:33]1)[CH:26]=[CH2:27]. The yield is 0.219. (2) The reactants are [C:1](C(CCCCN)C(O)=O)([O:3][CH2:4][CH:5]1[C:17]2[C:12](=[CH:13][CH:14]=[CH:15][CH:16]=2)[C:11]2[C:6]1=[CH:7][CH:8]=[CH:9][CH:10]=2)=[O:2].C(Cl)(=O)C(Cl)=O.[F:40][C:39]([F:42])([F:41])[C:38](O[C:38](=[O:43])[C:39]([F:42])([F:41])[F:40])=[O:43].[N:46]1[CH:51]=[CH:50][CH:49]=[CH:48][CH:47]=1. The catalyst is ClCCl. The product is [F:42][C:39]([F:40])([F:41])[C:38](=[O:43])[CH2:51][CH2:50][CH2:49][CH2:48][CH2:47][NH:46][C:1](=[O:2])[O:3][CH2:4][CH:5]1[C:17]2[CH:16]=[CH:15][CH:14]=[CH:13][C:12]=2[C:11]2[C:6]1=[CH:7][CH:8]=[CH:9][CH:10]=2. The yield is 0.160.